This data is from Forward reaction prediction with 1.9M reactions from USPTO patents (1976-2016). The task is: Predict the product of the given reaction. (1) Given the reactants [F:1][C:2]1[CH:23]=[CH:22][CH:21]=[C:20]([F:24])[C:3]=1[CH2:4][O:5][C:6]1[C:7]2[N:8]([C:13]([C:17]([OH:19])=O)=[C:14]([CH3:16])[N:15]=2)[CH:9]=[C:10]([CH3:12])[CH:11]=1.CN(C(ON1N=NC2C=CC=NC1=2)=[N+](C)C)C.F[P-](F)(F)(F)(F)F.C(N(CC)C(C)C)(C)C.O.O.Cl.Cl.Cl.[CH3:63][N:64]1[CH2:69][CH2:68][N:67]2[CH2:70][C@@H:71]([NH2:73])[CH2:72][C@H:66]2[CH2:65]1.C(O)(C(F)(F)F)=O, predict the reaction product. The product is: [F:24][C:20]1[CH:21]=[CH:22][CH:23]=[C:2]([F:1])[C:3]=1[CH2:4][O:5][C:6]1[C:7]2[N:8]([C:13]([C:17]([NH:73][C@@H:71]3[CH2:70][N:67]4[CH2:68][CH2:69][N:64]([CH3:63])[CH2:65][C@@H:66]4[CH2:72]3)=[O:19])=[C:14]([CH3:16])[N:15]=2)[CH:9]=[C:10]([CH3:12])[CH:11]=1. (2) Given the reactants [N:1]1([C:7]2[N:8]=[C:9]([CH2:14][C:15]([O-:17])=O)[NH:10][C:11](=[O:13])[CH:12]=2)[CH2:6][CH2:5][O:4][CH2:3][CH2:2]1.[Na+].[CH:19]1([O:24][C:25]2[CH:26]=[C:27]([CH:29]=[CH:30][CH:31]=2)[NH2:28])[CH2:23][CH2:22][CH2:21][CH2:20]1, predict the reaction product. The product is: [CH:19]1([O:24][C:25]2[CH:26]=[C:27]([NH:28][C:15](=[O:17])[CH2:14][C:9]3[NH:10][C:11](=[O:13])[CH:12]=[C:7]([N:1]4[CH2:2][CH2:3][O:4][CH2:5][CH2:6]4)[N:8]=3)[CH:29]=[CH:30][CH:31]=2)[CH2:23][CH2:22][CH2:21][CH2:20]1. (3) Given the reactants [OH:1][C@@H:2]1[CH2:7][CH2:6][C@H:5]([C@H:8]([NH:10][C:11](=[O:17])[O:12][C:13]([CH3:16])([CH3:15])[CH3:14])[CH3:9])[CH2:4][CH2:3]1.C(N(CC)CC)C.[CH3:25][S:26](Cl)(=[O:28])=[O:27], predict the reaction product. The product is: [CH3:25][S:26]([O:1][C@H:2]1[CH2:7][CH2:6][C@@H:5]([C@H:8]([NH:10][C:11]([O:12][C:13]([CH3:16])([CH3:15])[CH3:14])=[O:17])[CH3:9])[CH2:4][CH2:3]1)(=[O:28])=[O:27]. (4) Given the reactants [F:1][C:2]([F:14])([F:13])[C:3]1[N:8]=[CH:7][C:6]([S:9](Cl)(=[O:11])=[O:10])=[CH:5][CH:4]=1.[NH2:15][C@@H:16]1[CH2:21][CH2:20][CH2:19][CH2:18][C@H:17]1[CH2:22][OH:23].C(N(CC)CC)C, predict the reaction product. The product is: [OH:23][CH2:22][C@@H:17]1[CH2:18][CH2:19][CH2:20][CH2:21][C@H:16]1[NH:15][S:9]([C:6]1[CH:7]=[N:8][C:3]([C:2]([F:14])([F:13])[F:1])=[CH:4][CH:5]=1)(=[O:11])=[O:10]. (5) Given the reactants [Br:1][C:2]1[CH:3]=[CH:4][C:5]([C:8]([OH:10])=[O:9])=[N:6][CH:7]=1.NC(N)=[O:13].OO.FC(F)(F)C(OC(=O)C(F)(F)F)=O, predict the reaction product. The product is: [Br:1][C:2]1[CH:3]=[CH:4][C:5]([C:8]([OH:10])=[O:9])=[N+:6]([O-:13])[CH:7]=1. (6) Given the reactants [H-].[Na+].[F:3][C:4]1[CH:5]=[C:6]2[C:10](=[CH:11][CH:12]=1)[NH:9][C:8]([CH:13]=O)=[CH:7]2.CO.O1CC[CH2:19][CH2:18]1, predict the reaction product. The product is: [F:3][C:4]1[CH:5]=[C:6]2[C:10](=[CH:11][CH:12]=1)[NH:9][C:8]([CH2:13][CH2:18][CH3:19])=[CH:7]2. (7) The product is: [CH3:1][O:2][C:3]([C:4]1[C:5]2[N:11]=[C:27]([CH2:26][O:25][C:22](=[O:24])[CH3:23])[NH:10][C:6]=2[CH:7]=[CH:8][CH:9]=1)=[O:12]. Given the reactants [CH3:1][O:2][C:3](=[O:12])[C:4]1[CH:9]=[CH:8][CH:7]=[C:6]([NH2:10])[C:5]=1[NH2:11].C(N(C(C)C)CC)(C)C.[C:22]([O:25][CH2:26][C:27](Cl)=O)(=[O:24])[CH3:23], predict the reaction product. (8) Given the reactants [CH3:1][N:2]1[CH2:18][CH2:17][C:5]2[N:6]([CH2:14][CH2:15][NH2:16])[C:7]3[CH:8]=[CH:9][C:10]([CH3:13])=[CH:11][C:12]=3[C:4]=2[CH2:3]1.[CH:19]1([C:25](O)=[O:26])[CH2:24][CH2:23][CH2:22][CH2:21][CH2:20]1.C1(N=C=NC2CCCCC2)CCCCC1, predict the reaction product. The product is: [CH3:1][N:2]1[CH2:18][CH2:17][C:5]2[N:6]([CH2:14][CH2:15][NH:16][C:25]([CH:19]3[CH2:24][CH2:23][CH2:22][CH2:21][CH2:20]3)=[O:26])[C:7]3[CH:8]=[CH:9][C:10]([CH3:13])=[CH:11][C:12]=3[C:4]=2[CH2:3]1.